The task is: Predict the reactants needed to synthesize the given product.. This data is from Full USPTO retrosynthesis dataset with 1.9M reactions from patents (1976-2016). Given the product [Cl:8][C:6]1[N:5]=[CH:4][N:3]=[C:2]([NH:18][C:15]2[CH:16]=[CH:17][C:12]3[N:11]=[C:10]([NH:19][C:41]([NH:40][C:34]4[CH:35]=[C:36]([CH3:39])[CH:37]=[CH:38][C:33]=4[O:32][CH3:31])=[O:42])[S:9][C:13]=3[CH:14]=2)[CH:7]=1, predict the reactants needed to synthesize it. The reactants are: Cl[C:2]1[CH:7]=[C:6]([Cl:8])[N:5]=[CH:4][N:3]=1.[S:9]1[C:13]2[CH:14]=[C:15]([NH2:18])[CH:16]=[CH:17][C:12]=2[N:11]=[C:10]1[NH2:19].[I-].[Na+].C(N(C(C)C)C(C)C)C.[CH3:31][O:32][C:33]1[CH:38]=[CH:37][C:36]([CH3:39])=[CH:35][C:34]=1[N:40]=[C:41]=[O:42].